This data is from Forward reaction prediction with 1.9M reactions from USPTO patents (1976-2016). The task is: Predict the product of the given reaction. (1) Given the reactants [CH2:1]([O:3][C:4](=[O:24])[CH2:5][C:6]1[CH:7]=[N:8][CH:9]=[C:10]([C:12]2[CH:17]=[CH:16][C:15]([C:18]([F:21])([F:20])[F:19])=[CH:14][C:13]=2[CH:22]=O)[CH:11]=1)[CH3:2].[NH2:25][CH2:26][C:27]1[CH:32]=[N:31][C:30]([CH3:33])=[CH:29][N:28]=1.C(O)(=O)C.C(O[BH-](OC(=O)C)OC(=O)C)(=O)C.[Na+], predict the reaction product. The product is: [CH2:1]([O:3][C:4](=[O:24])[CH2:5][C:6]1[CH:7]=[N:8][CH:9]=[C:10]([C:12]2[CH:17]=[CH:16][C:15]([C:18]([F:20])([F:21])[F:19])=[CH:14][C:13]=2[CH2:22][NH:25][CH2:26][C:27]2[CH:32]=[N:31][C:30]([CH3:33])=[CH:29][N:28]=2)[CH:11]=1)[CH3:2]. (2) Given the reactants [CH2:1](OC1C(Br)=CC=C2C=1N=C(C(O)=O)C=C2)[C:2]1[CH:7]=[CH:6][CH:5]=[CH:4][CH:3]=1.[CH3:23][O:24][C:25]([C:27]1[CH:36]=[C:35]([OH:37])[C:34]2[C:29](=[C:30]([Br:41])[CH:31]=[C:32](C(C)C)[CH:33]=2)[N:28]=1)=[O:26], predict the reaction product. The product is: [CH3:23][O:24][C:25]([C:27]1[CH:36]=[C:35]([O:37][CH2:1][C:2]2[CH:7]=[CH:6][CH:5]=[CH:4][CH:3]=2)[C:34]2[C:29](=[C:30]([Br:41])[CH:31]=[CH:32][CH:33]=2)[N:28]=1)=[O:26]. (3) Given the reactants FC1C=CC(C[N:7]2C(=O)N(C3SC(C(O)=O)=C(C)N=3)C=N2)=CC=1.[CH3:24][C:25]1[N:26]=[C:27]([N:33]2[CH2:37][C@@H:36]([CH3:38])[N:35]([CH2:39][C:40]3[CH:45]=[CH:44][C:43]([C:46]([F:49])([F:48])[F:47])=[CH:42][CH:41]=3)[C:34]2=[O:50])[S:28][C:29]=1[C:30]([OH:32])=O, predict the reaction product. The product is: [CH3:24][C:25]1[N:26]=[C:27]([N:33]2[CH2:37][C@@H:36]([CH3:38])[N:35]([CH2:39][C:40]3[CH:41]=[CH:42][C:43]([C:46]([F:48])([F:49])[F:47])=[CH:44][CH:45]=3)[C:34]2=[O:50])[S:28][C:29]=1[C:30]([NH2:7])=[O:32]. (4) Given the reactants [N+:1]([C:4]1[CH:9]=[CH:8][C:7]([S:10](Cl)(=[O:12])=[O:11])=[CH:6][CH:5]=1)([O-])=O.[N:14]1([C:20]([O:22][C:23]([CH3:26])([CH3:25])[CH3:24])=[O:21])[CH2:19][CH2:18]N[CH2:16][CH2:15]1.[CH3:27]CN(CC)CC.C([O-])(O)=O.[Na+], predict the reaction product. The product is: [NH2:1][C:4]1[CH:9]=[CH:8][C:7]([S:10]([CH:27]2[CH2:18][CH2:19][N:14]([C:20]([O:22][C:23]([CH3:26])([CH3:25])[CH3:24])=[O:21])[CH2:15][CH2:16]2)(=[O:12])=[O:11])=[CH:6][CH:5]=1. (5) Given the reactants FC(F)(F)C(O)=O.C(OC(=O)[NH:14][CH2:15][C:16]1[CH:21]=[CH:20][C:19]([S:22](=[O:38])(=[O:37])[NH:23][C:24](=[O:36])[CH2:25][CH2:26][CH2:27][CH2:28][CH2:29][CH2:30][CH2:31][CH2:32][CH2:33][CH2:34][CH3:35])=[CH:18][CH:17]=1)(C)(C)C, predict the reaction product. The product is: [NH2:14][CH2:15][C:16]1[CH:21]=[CH:20][C:19]([S:22]([NH:23][C:24](=[O:36])[CH2:25][CH2:26][CH2:27][CH2:28][CH2:29][CH2:30][CH2:31][CH2:32][CH2:33][CH2:34][CH3:35])(=[O:37])=[O:38])=[CH:18][CH:17]=1. (6) Given the reactants [CH3:1][C:2]1[NH:3][C:4]2[C:9]([CH:10]=1)=[CH:8][C:7]([NH2:11])=[CH:6][CH:5]=2.Cl[C:13]1[CH:18]=[CH:17][N:16]=[C:15]2[CH:19]=[C:20]([C:22]3[CH:23]=[N:24][C:25]([N:29]4[C:33]([CH3:34])=[CH:32][CH:31]=[C:30]4[CH3:35])=[C:26]([CH3:28])[CH:27]=3)[S:21][C:14]=12, predict the reaction product. The product is: [CH3:34][C:33]1[N:29]([C:25]2[N:24]=[CH:23][C:22]([C:20]3[S:21][C:14]4[C:15](=[N:16][CH:17]=[CH:18][C:13]=4[NH:11][C:7]4[CH:8]=[C:9]5[C:4](=[CH:5][CH:6]=4)[NH:3][C:2]([CH3:1])=[CH:10]5)[CH:19]=3)=[CH:27][C:26]=2[CH3:28])[C:30]([CH3:35])=[CH:31][CH:32]=1.